The task is: Predict the reactants needed to synthesize the given product.. This data is from Full USPTO retrosynthesis dataset with 1.9M reactions from patents (1976-2016). (1) Given the product [CH2:29]([NH:33][CH:1]([C:4]1[CH:5]=[CH:6][C:7]([NH:10][C:11](=[O:28])[CH:12]([NH:16][C:17](=[O:27])[CH2:18][C:19]2[CH:24]=[C:23]([F:25])[CH:22]=[C:21]([F:26])[CH:20]=2)[CH2:13][CH2:14][CH3:15])=[N:8][CH:9]=1)[CH3:2])[CH:30]([CH3:32])[CH3:31], predict the reactants needed to synthesize it. The reactants are: [C:1]([C:4]1[CH:5]=[CH:6][C:7]([NH:10][C:11](=[O:28])[CH:12]([NH:16][C:17](=[O:27])[CH2:18][C:19]2[CH:24]=[C:23]([F:25])[CH:22]=[C:21]([F:26])[CH:20]=2)[CH2:13][CH2:14][CH3:15])=[N:8][CH:9]=1)(=O)[CH3:2].[CH2:29]([NH2:33])[CH:30]([CH3:32])[CH3:31].C(O[BH-](OC(=O)C)OC(=O)C)(=O)C.[Na+].C(O)(=O)C. (2) The reactants are: [CH2:1]([C:3]1[C:7]([C:8](OCC)=[O:9])=[C:6]([CH3:13])[O:5][N:4]=1)[CH3:2].[H-].[H-].[H-].[H-].[Li+].[Al+3].O. Given the product [CH2:1]([C:3]1[C:7]([CH2:8][OH:9])=[C:6]([CH3:13])[O:5][N:4]=1)[CH3:2], predict the reactants needed to synthesize it. (3) Given the product [F:18][C:16]1([F:19])[CH2:17][N:14]([C:12]([C:9]2[CH:10]=[C:11]3[C:6](=[CH:7][CH:8]=2)[CH:5]=[N:4][CH:3]=[C:2]3[C:26]2[CH:25]=[C:24]3[C:29](=[CH:28][CH:27]=2)[N:21]([CH3:20])[C:22](=[O:39])[CH2:23]3)=[O:13])[CH2:15]1, predict the reactants needed to synthesize it. The reactants are: Cl[C:2]1[C:11]2[C:6](=[CH:7][CH:8]=[C:9]([C:12]([N:14]3[CH2:17][C:16]([F:19])([F:18])[CH2:15]3)=[O:13])[CH:10]=2)[CH:5]=[N:4][CH:3]=1.[CH3:20][N:21]1[C:29]2[C:24](=[CH:25][C:26](B3OC(C)(C)C(C)(C)O3)=[CH:27][CH:28]=2)[CH2:23][C:22]1=[O:39].CC([O-])=O.[K+].O. (4) Given the product [CH3:33][CH:32]([O:31][C:28]([CH3:29])=[O:30])[CH2:1][O:3][CH3:4], predict the reactants needed to synthesize it. The reactants are: [CH:1]([O:3][CH2:4]C)=C.C12(CS(O)(=O)=O)C(C)(C)C(CC1)CC2=O.C(N(CC)CC)C.[C:28]([O:31][CH2:32][CH3:33])(=[O:30])[CH3:29].